From a dataset of Full USPTO retrosynthesis dataset with 1.9M reactions from patents (1976-2016). Predict the reactants needed to synthesize the given product. (1) Given the product [C:10]1([C:39]2[CH:40]=[CH:41][CH:42]=[CH:43][CH:44]=2)[C:11]([C:16]([N:18]2[CH2:23][CH:22]([OH:24])[CH2:21][CH2:20][CH:19]2[CH2:25][NH:26][C:27]([C:29]2[CH:30]=[CH:31][CH:32]=[C:33]3[C:38]=2[N:37]=[CH:36][CH:35]=[CH:34]3)=[O:28])=[O:17])=[CH:12][CH:13]=[CH:14][CH:15]=1, predict the reactants needed to synthesize it. The reactants are: [BH4-].[Na+].OC(C(F)(F)F)=O.[C:10]1([C:39]2[CH:44]=[CH:43][CH:42]=[CH:41][CH:40]=2)[C:11]([C:16]([N:18]2[CH2:23][C:22](=[O:24])[CH2:21][CH2:20][CH:19]2[CH2:25][NH:26][C:27]([C:29]2[CH:30]=[CH:31][CH:32]=[C:33]3[C:38]=2[N:37]=[CH:36][CH:35]=[CH:34]3)=[O:28])=[O:17])=[CH:12][CH:13]=[CH:14][CH:15]=1. (2) Given the product [CH3:1][S:2]([O:5][C:6]1[CH:7]=[CH:8][C:9]([CH2:10][O:11][C:12](=[O:32])[C:13]2[CH:18]=[CH:17][C:16]([CH2:19][CH:20]([C:21]([OH:23])=[O:22])[O:29][CH2:30][CH3:31])=[CH:15][CH:14]=2)=[CH:33][CH:34]=1)(=[O:4])=[O:3], predict the reactants needed to synthesize it. The reactants are: [CH3:1][S:2]([O:5][C:6]1[CH:34]=[CH:33][C:9]([CH2:10][O:11][C:12](=[O:32])[C:13]2[CH:18]=[CH:17][C:16]([CH2:19][CH:20]([O:29][CH2:30][CH3:31])[C:21]([O:23]CC(Cl)(Cl)Cl)=[O:22])=[CH:15][CH:14]=2)=[CH:8][CH:7]=1)(=[O:4])=[O:3].C(O)(=O)C. (3) Given the product [NH2:70][C@H:75]([C:76]([OH:78])=[O:77])[CH2:20][CH2:21][CH2:22][CH2:23][NH2:25], predict the reactants needed to synthesize it. The reactants are: P([O-])([O-])([O-])=O.P(OC[C@H:20]1O[C@@H:23]([N:25]2C3N=CN=C(N)C=3N=C2)[C@H:22](O)[C@@H:21]1O)(OP(OP(O)(O)=O)(O)=O)(=O)O.CCCCCCCCCCCCOCCO.C([N:70]([CH2:75][C:76]([OH:78])=[O:77])CC(O)=O)COCCOCC[N:70](CC(O)=O)[CH2:75][C:76]([OH:78])=[O:77].C1C=CC(CS(F)(=O)=O)=CC=1.C(N)(=N)C1C=CC=CC=1.SCCO.C(O)[C@H]1O[C@H](O[C@]2(CO)O[C@H](CO)[C@@H](O)[C@@H]2O)[C@H](O)[C@@H](O)[C@@H]1O.[Na+].[Cl-]. (4) Given the product [ClH:31].[CH3:1][N:2]1[C:6]2=[N:7][CH:8]=[C:9]([N+:15]([O-:17])=[O:16])[C:10]([C:11]([F:12])([F:14])[F:13])=[C:5]2[C:4]([C:18]2[CH2:19][CH2:20][NH:21][CH2:22][CH:23]=2)=[CH:3]1, predict the reactants needed to synthesize it. The reactants are: [CH3:1][N:2]1[C:6]2=[N:7][CH:8]=[C:9]([N+:15]([O-:17])=[O:16])[C:10]([C:11]([F:14])([F:13])[F:12])=[C:5]2[C:4]([C:18]2[CH2:19][CH2:20][N:21](C(OC(C)(C)C)=O)[CH2:22][CH:23]=2)=[CH:3]1.[ClH:31].O1CCOCC1. (5) Given the product [CH2:1]([NH:8][CH2:16][C:17]#[N:18])[C:2]1[CH:7]=[CH:6][CH:5]=[CH:4][CH:3]=1, predict the reactants needed to synthesize it. The reactants are: [CH2:1]([NH2:8])[C:2]1[CH:7]=[CH:6][CH:5]=[CH:4][CH:3]=1.C(=O)([O-])[O-].[K+].[K+].Cl[CH2:16][C:17]#[N:18]. (6) Given the product [F:17][C:18]1[CH:25]=[CH:24][C:21]([CH2:22][C:7]2[S:11][C:10]([CH:12]3[O:16][CH2:15][CH2:14][O:13]3)=[CH:9][CH:8]=2)=[CH:20][CH:19]=1, predict the reactants needed to synthesize it. The reactants are: C([Li])CCC.Br[C:7]1[S:11][C:10]([CH:12]2[O:16][CH2:15][CH2:14][O:13]2)=[CH:9][CH:8]=1.[F:17][C:18]1[CH:25]=[CH:24][C:21]([CH2:22]Br)=[CH:20][CH:19]=1.O. (7) Given the product [CH3:17][N:18]([CH3:36])[C:19]([C:21]1[N:30]([CH:31]2[CH2:35][CH2:34][CH2:33][CH2:32]2)[C:24]2[N:25]=[C:26]([NH:1][C:2]3[CH:3]=[CH:4][C:5]([CH2:8][N:9]4[CH2:14][CH2:13][N:12]([CH3:15])[C:11](=[O:16])[CH2:10]4)=[CH:6][N:7]=3)[N:27]=[CH:28][C:23]=2[CH:22]=1)=[O:20], predict the reactants needed to synthesize it. The reactants are: [NH2:1][C:2]1[N:7]=[CH:6][C:5]([CH2:8][N:9]2[CH2:14][CH2:13][N:12]([CH3:15])[C:11](=[O:16])[CH2:10]2)=[CH:4][CH:3]=1.[CH3:17][N:18]([CH3:36])[C:19]([C:21]1[N:30]([CH:31]2[CH2:35][CH2:34][CH2:33][CH2:32]2)[C:24]2[N:25]=[C:26](Cl)[N:27]=[CH:28][C:23]=2[CH:22]=1)=[O:20].